Task: Predict the product of the given reaction.. Dataset: Forward reaction prediction with 1.9M reactions from USPTO patents (1976-2016) (1) Given the reactants [Li]CCCC.CCCCCC.Br[C:13]1[CH:14]=[C:15]([CH:18]2[O:22][CH2:21][CH2:20][O:19]2)[S:16][CH:17]=1.[Cl:23][C:24]1[CH:25]=[C:26]([CH:29]=[CH:30][CH:31]=1)[CH:27]=[O:28], predict the reaction product. The product is: [Cl:23][C:24]1[CH:25]=[C:26]([CH:27]([C:13]2[CH:14]=[C:15]([CH:18]3[O:22][CH2:21][CH2:20][O:19]3)[S:16][CH:17]=2)[OH:28])[CH:29]=[CH:30][CH:31]=1. (2) Given the reactants [N+:1]([C:4]1[CH:9]=[CH:8][C:7]([NH:10][CH2:11][CH2:12][C:13]2[CH:14]=[N:15][CH:16]=[CH:17][CH:18]=2)=[CH:6][CH:5]=1)([O-])=O, predict the reaction product. The product is: [N:15]1[CH:16]=[CH:17][CH:18]=[C:13]([CH2:12][CH2:11][NH:10][C:7]2[CH:8]=[CH:9][C:4]([NH2:1])=[CH:5][CH:6]=2)[CH:14]=1.